This data is from NCI-60 drug combinations with 297,098 pairs across 59 cell lines. The task is: Regression. Given two drug SMILES strings and cell line genomic features, predict the synergy score measuring deviation from expected non-interaction effect. Drug 1: C1=CC(=C2C(=C1NCCNCCO)C(=O)C3=C(C=CC(=C3C2=O)O)O)NCCNCCO. Drug 2: C1=CC(=CC=C1C#N)C(C2=CC=C(C=C2)C#N)N3C=NC=N3. Cell line: T-47D. Synergy scores: CSS=35.8, Synergy_ZIP=-10.8, Synergy_Bliss=-0.505, Synergy_Loewe=-24.2, Synergy_HSA=-0.363.